This data is from Catalyst prediction with 721,799 reactions and 888 catalyst types from USPTO. The task is: Predict which catalyst facilitates the given reaction. (1) Reactant: [CH2:1]([O:3][C:4]([C:6]1([C:19]([OH:21])=O)[CH2:11][CH2:10][N:9]([C:12]([O:14][C:15]([CH3:18])([CH3:17])[CH3:16])=[O:13])[CH2:8][CH2:7]1)=[O:5])[CH3:2].ON1C2C=CC=CC=2N=N1.[CH3:32][NH:33][CH3:34].CCN=C=NCCCN(C)C.Cl. Product: [CH2:1]([O:3][C:4]([C:6]1([C:19](=[O:21])[N:33]([CH3:34])[CH3:32])[CH2:11][CH2:10][N:9]([C:12]([O:14][C:15]([CH3:18])([CH3:17])[CH3:16])=[O:13])[CH2:8][CH2:7]1)=[O:5])[CH3:2]. The catalyst class is: 90. (2) Reactant: B(F)(F)F.CCOCC.[C:10]([O:13][CH:14]1[O:31][C@H:30]([CH2:32][O:33][C:34](=[O:36])[CH3:35])[C@@H:25]([O:26][C:27](=[O:29])[CH3:28])[C@H:20]([O:21][C:22](=[O:24])[CH3:23])[C@@H:15]1[O:16][C:17](=[O:19])[CH3:18])(=O)[CH3:11].[Br:37]CCO. Product: [C:17]([O:16][C@H:15]1[C@@H:20]([O:21][C:22](=[O:24])[CH3:23])[C@H:25]([O:26][C:27](=[O:29])[CH3:28])[C@@H:30]([CH2:32][O:33][C:34](=[O:36])[CH3:35])[O:31][C@@H:14]1[O:13][CH2:10][CH2:11][Br:37])(=[O:19])[CH3:18]. The catalyst class is: 2. (3) Reactant: [S:1](Cl)([C:4]1[C:16]2[CH:15]=[CH:14][CH:13]=[C:9]([N:10]([CH3:12])[CH3:11])[C:8]=2[CH:7]=[CH:6][CH:5]=1)(=[O:3])=[O:2].CCN(CC)CC.[N:25]([CH2:28][CH2:29][CH2:30][NH2:31])=[N+:26]=[N-:27]. Product: [N:25]([CH2:28][CH2:29][CH2:30][NH:31][S:1]([C:4]1[C:16]2[C:8](=[C:9]([N:10]([CH3:12])[CH3:11])[CH:13]=[CH:14][CH:15]=2)[CH:7]=[CH:6][CH:5]=1)(=[O:3])=[O:2])=[N+:26]=[N-:27]. The catalyst class is: 2. (4) Reactant: C([O-])([O-])=O.[K+].[K+].[N+:7]([CH2:9]S(C1C=CC(C)=CC=1)(=O)=O)#[C-:8].[F:20][C:21]([F:32])([F:31])[O:22][C:23]1[CH:30]=[CH:29][C:26]([CH:27]=[O:28])=[CH:25][CH:24]=1. Product: [F:20][C:21]([F:31])([F:32])[O:22][C:23]1[CH:30]=[CH:29][C:26]([C:27]2[O:28][CH:9]=[N:7][CH:8]=2)=[CH:25][CH:24]=1. The catalyst class is: 5. (5) Reactant: [H-].[H-].[H-].[H-].[Li+].[Al+3].[F:7][C:8]1[CH:13]=[CH:12][C:11]([F:14])=[CH:10][C:9]=1[C@H:15]1[CH2:19][CH2:18][CH2:17][N:16]1[C:20]1[CH:25]=[CH:24][N:23]2[N:26]=[CH:27][C:28]([C:29]([NH:31][CH2:32][C@@H:33]([OH:39])[CH2:34][C:35](OC)=[O:36])=[O:30])=[C:22]2[CH:21]=1.CCOC(C)=O.[NH4+].[Cl-]. Product: [F:7][C:8]1[CH:13]=[CH:12][C:11]([F:14])=[CH:10][C:9]=1[C@H:15]1[CH2:19][CH2:18][CH2:17][N:16]1[C:20]1[CH:25]=[CH:24][N:23]2[N:26]=[CH:27][C:28]([C:29]([NH:31][CH2:32][C@@H:33]([OH:39])[CH2:34][CH2:35][OH:36])=[O:30])=[C:22]2[CH:21]=1. The catalyst class is: 20. (6) The catalyst class is: 3. Product: [Cl:10][C:11]1[CH:19]=[CH:18][CH:17]=[C:16]([Cl:20])[C:12]=1[C:13]([NH:1][C:2]1[CH:7]=[CH:6][N:5]=[CH:4][N:3]=1)=[O:14]. Reactant: [NH2:1][C:2]1[CH:7]=[CH:6][N:5]=[CH:4][N:3]=1.[H-].[Na+].[Cl:10][C:11]1[CH:19]=[CH:18][CH:17]=[C:16]([Cl:20])[C:12]=1[C:13](Cl)=[O:14]. (7) Reactant: [CH3:1][C:2]1[CH:7]=[CH:6][C:5]([S:8](Cl)(=[O:10])=[O:9])=[CH:4][CH:3]=1.[OH:12][C@@H:13]1[CH2:19][CH2:18][CH2:17][N:16]([C:20]([O:22][CH2:23][CH3:24])=[O:21])[CH2:15][CH2:14]1. Product: [S:8]([O:12][C@@H:13]1[CH2:19][CH2:18][CH2:17][N:16]([C:20]([O:22][CH2:23][CH3:24])=[O:21])[CH2:15][CH2:14]1)([C:5]1[CH:6]=[CH:7][C:2]([CH3:1])=[CH:3][CH:4]=1)(=[O:10])=[O:9]. The catalyst class is: 17. (8) Reactant: [N:1]1([CH2:6][CH2:7][CH2:8][O:9][C:10]2[CH:44]=[CH:43][C:13]([CH2:14][CH2:15][C:16]3[CH:21]=[CH:20][C:19]([F:22])=[CH:18][C:17]=3[C:23]3[N:28]=[C:27]([N:29]4[C:33]([C:34]([F:37])([F:36])[F:35])=[C:32]([C:38]([O:40]CC)=[O:39])[CH:31]=[N:30]4)[CH:26]=[CH:25][CH:24]=3)=[C:12]([CH3:45])[CH:11]=2)[CH:5]=[N:4][CH:3]=[N:2]1.[OH-].[Na+]. Product: [N:1]1([CH2:6][CH2:7][CH2:8][O:9][C:10]2[CH:44]=[CH:43][C:13]([CH2:14][CH2:15][C:16]3[CH:21]=[CH:20][C:19]([F:22])=[CH:18][C:17]=3[C:23]3[N:28]=[C:27]([N:29]4[C:33]([C:34]([F:36])([F:35])[F:37])=[C:32]([C:38]([OH:40])=[O:39])[CH:31]=[N:30]4)[CH:26]=[CH:25][CH:24]=3)=[C:12]([CH3:45])[CH:11]=2)[CH:5]=[N:4][CH:3]=[N:2]1. The catalyst class is: 315. (9) Reactant: C([O:8][CH2:9][CH2:10][N:11]1[CH2:15][CH2:14][N:13]([C:16]2[C:20]([N+:21]([O-])=O)=[CH:19][N:18]([CH3:24])[N:17]=2)[C:12]1=[O:25])C1C=CC=CC=1.[C:26](O[C:26]([O:28][C:29]([CH3:32])([CH3:31])[CH3:30])=[O:27])([O:28][C:29]([CH3:32])([CH3:31])[CH3:30])=[O:27]. Product: [OH:8][CH2:9][CH2:10][N:11]1[CH2:15][CH2:14][N:13]([C:16]2[C:20]([NH:21][C:26](=[O:27])[O:28][C:29]([CH3:32])([CH3:31])[CH3:30])=[CH:19][N:18]([CH3:24])[N:17]=2)[C:12]1=[O:25]. The catalyst class is: 352. (10) The catalyst class is: 11. Reactant: [F:1][C:2]([F:14])([CH:11]([F:13])[F:12])[C:3](=[O:10])[CH2:4][C:5]([O:7][CH2:8][CH3:9])=[O:6].[BH4-].[Na+].Cl. Product: [F:1][C:2]([F:14])([CH:11]([F:12])[F:13])[CH:3]([OH:10])[CH2:4][C:5]([O:7][CH2:8][CH3:9])=[O:6].